Dataset: Reaction yield outcomes from USPTO patents with 853,638 reactions. Task: Predict the reaction yield, written as a fraction of the theoretical maximum amount of product (1.0 means a 100% yield; for example, 0.34 means a 34% yield). (1) The reactants are [NH2:1][C:2]1[CH:3]=[C:4]2[C:20](=[O:21])[NH:19][N:18]=[CH:17][C:6]3=[C:7]([C:11]4[CH:16]=[CH:15][CH:14]=[CH:13][CH:12]=4)[NH:8][C:9]([CH:10]=1)=[C:5]23.[C:22]1(/[CH:28]=[CH:29]/[CH2:30][C:31](O)=[O:32])[CH:27]=[CH:26][CH:25]=[CH:24][CH:23]=1.C(N(CC)CC)C.F[P-](F)(F)(F)(F)F.N1(OC(N(C)C)=[N+](C)C)C2N=CC=CC=2N=N1. The catalyst is C(Cl)Cl.CN(C)C=O. The product is [O:21]=[C:20]1[C:4]2[C:5]3[C:6](=[C:7]([C:11]4[CH:12]=[CH:13][CH:14]=[CH:15][CH:16]=4)[NH:8][C:9]=3[CH:10]=[C:2]([NH:1][C:31](=[O:32])[CH2:30]/[CH:29]=[CH:28]/[C:22]3[CH:27]=[CH:26][CH:25]=[CH:24][CH:23]=3)[CH:3]=2)[CH:17]=[N:18][NH:19]1. The yield is 0.680. (2) The reactants are [Br:1][C:2]1[CH:10]=[C:9]2[C:5]([CH:6]=[N:7][NH:8]2)=[CH:4][C:3]=1[O:11]C.B(Br)(Br)Br. The catalyst is C(Cl)Cl. The product is [Br:1][C:2]1[CH:10]=[C:9]2[C:5]([CH:6]=[N:7][NH:8]2)=[CH:4][C:3]=1[OH:11]. The yield is 0.750. (3) The reactants are [F:1][C:2]1[CH:7]=[CH:6][CH:5]=[CH:4][C:3]=1[C@@H:8]([N:20]1[CH2:25][CH2:24][CH2:23][CH2:22][CH2:21]1)[C:9]([O:11][C@H](C1C=CC=CC=1)C)=[O:10]. The catalyst is C(O)C.[OH-].[OH-].[Pd+2]. The product is [F:1][C:2]1[CH:7]=[CH:6][CH:5]=[CH:4][C:3]=1[C@@H:8]([N:20]1[CH2:25][CH2:24][CH2:23][CH2:22][CH2:21]1)[C:9]([OH:11])=[O:10]. The yield is 0.980. (4) The reactants are [CH:1]([C:3]1[N:8]=[N:7][C:6]2[O:9][CH:10]([CH2:13][OH:14])[CH2:11][O:12][C:5]=2[CH:4]=1)=C.I([O-])(=O)(=O)=[O:16].[Na+]. The catalyst is O1CCOCC1.O.[Os](=O)(=O)(=O)=O. The product is [OH:14][CH2:13][CH:10]1[O:9][C:6]2[N:7]=[N:8][C:3]([CH:1]=[O:16])=[CH:4][C:5]=2[O:12][CH2:11]1. The yield is 0.200.